Predict the reactants needed to synthesize the given product. From a dataset of Full USPTO retrosynthesis dataset with 1.9M reactions from patents (1976-2016). (1) Given the product [N:19]1([CH2:17][CH2:16][CH:11]2[CH2:12][CH2:13][CH2:14][C:15]3[N:7]([C:1]4[CH:2]=[CH:3][CH:4]=[CH:5][CH:6]=4)[N:8]=[CH:9][C:10]2=3)[CH2:20][CH2:21][CH2:22][CH2:23][CH2:24][CH2:25]1, predict the reactants needed to synthesize it. The reactants are: [C:1]1([N:7]2[C:15]3[CH2:14][CH2:13][CH2:12][CH:11]([CH2:16][C:17]([N:19]4[CH2:25][CH2:24][CH2:23][CH2:22][CH2:21][CH2:20]4)=O)[C:10]=3[CH:9]=[N:8]2)[CH:6]=[CH:5][CH:4]=[CH:3][CH:2]=1.[H-].[H-].[H-].[H-].[Li+].[Al+3].O.[OH-].[Na+]. (2) Given the product [Cl:66][C:67]1[CH:68]=[C:69]([CH:70]=[CH:71][CH:72]=1)[CH2:73][NH:74][C:20](=[O:21])[CH2:19][CH2:18][N:15]1[CH2:16][CH2:17][CH:12]([NH:11][CH2:10][C@H:9]([OH:8])[C:23]2[CH:32]=[CH:31][C:30]([OH:33])=[C:29]3[C:24]=2[CH:25]=[CH:26][C:27](=[O:34])[NH:28]3)[CH2:13][CH2:14]1, predict the reactants needed to synthesize it. The reactants are: [Si]([O:8][C@H:9]([C:23]1[CH:32]=[CH:31][C:30]([OH:33])=[C:29]2[C:24]=1[CH:25]=[CH:26][C:27](=[O:34])[NH:28]2)[CH2:10][NH:11][CH:12]1[CH2:17][CH2:16][N:15]([CH2:18][CH2:19][C:20](O)=[O:21])[CH2:14][CH2:13]1)(C(C)(C)C)(C)C.CN(C(ON1N=NC2C=CC=NC1=2)=[N+](C)C)C.F[P-](F)(F)(F)(F)F.C(N(CC)CC)C.[Cl:66][C:67]1[CH:68]=[C:69]([CH2:73][NH2:74])[CH:70]=[CH:71][CH:72]=1.